From a dataset of Forward reaction prediction with 1.9M reactions from USPTO patents (1976-2016). Predict the product of the given reaction. (1) Given the reactants FC(F)(F)S(O[C:7]1[CH:16]=[CH:15][C:14]2[C:9](=[C:10]([F:17])[CH:11]=[CH:12][CH:13]=2)[CH:8]=1)(=O)=O.[B:20]1([B:20]2[O:24][C:23]([CH3:26])([CH3:25])[C:22]([CH3:28])([CH3:27])[O:21]2)[O:24][C:23]([CH3:26])([CH3:25])[C:22]([CH3:28])([CH3:27])[O:21]1.C([O-])(=O)C.[K+], predict the reaction product. The product is: [F:17][C:10]1[CH:11]=[CH:12][CH:13]=[C:14]2[C:9]=1[CH:8]=[C:7]([B:20]1[O:24][C:23]([CH3:26])([CH3:25])[C:22]([CH3:28])([CH3:27])[O:21]1)[CH:16]=[CH:15]2. (2) Given the reactants [H-].[Al+3].[Li+].[H-].[H-].[H-].[NH:7]1[C:15]2[C:10](=[CH:11][CH:12]=[CH:13][CH:14]=2)[CH:9]=[C:8]1[C:16](OCC)=[O:17], predict the reaction product. The product is: [NH:7]1[C:15]2[C:10](=[CH:11][CH:12]=[CH:13][CH:14]=2)[CH:9]=[C:8]1[CH2:16][OH:17]. (3) Given the reactants COC1C=CC([CH:9]2O[CH:10]2[C:12]([C:14]2[CH:19]=[C:18]([O:20][CH3:21])[C:17]([O:22][CH3:23])=[C:16]([O:24][CH3:25])[CH:15]=2)=[O:13])=CC=1.B(F)(F)F.C[CH2:31][O:32][CH2:33][CH3:34].Cl.[NH2:36]O.N1C=[CH:42][CH:41]=[CH:40][CH:39]=1, predict the reaction product. The product is: [CH3:31][O:32][C:33]1[CH:34]=[CH:42][C:41]([C:10]2[CH:9]=[N:36][O:13][C:12]=2[C:14]2[CH:19]=[C:18]([O:20][CH3:21])[C:17]([O:22][CH3:23])=[C:16]([O:24][CH3:25])[CH:15]=2)=[CH:40][CH:39]=1. (4) Given the reactants [C:1]1([C@@H:7]2[CH2:11][CH2:10][C@H:9]([NH2:12])[CH2:8]2)[CH:6]=[CH:5][CH:4]=[CH:3][CH:2]=1.[H][H], predict the reaction product. The product is: [CH:1]1([C@@H:7]2[CH2:11][CH2:10][C@H:9]([NH2:12])[CH2:8]2)[CH2:2][CH2:3][CH2:4][CH2:5][CH2:6]1. (5) Given the reactants [Mg].Br[C:3]1[CH:8]=[CH:7][CH:6]=[CH:5][C:4]=1[C:9]1[CH:14]=[CH:13][C:12]([C:15]([F:18])([F:17])[F:16])=[CH:11][CH:10]=1.II.Cl[P:22]([C:27]([CH3:30])([CH3:29])[CH3:28])[C:23]([CH3:26])([CH3:25])[CH3:24], predict the reaction product. The product is: [C:23]([P:22]([C:27]([CH3:30])([CH3:29])[CH3:28])[C:3]1[CH:8]=[CH:7][CH:6]=[CH:5][C:4]=1[C:9]1[CH:14]=[CH:13][C:12]([C:15]([F:18])([F:17])[F:16])=[CH:11][CH:10]=1)([CH3:26])([CH3:25])[CH3:24]. (6) Given the reactants [CH3:1][O:2][C:3]1[CH:40]=[CH:39][C:6]([CH2:7][N:8]([CH2:30][C:31]2[CH:36]=[CH:35][C:34]([O:37][CH3:38])=[CH:33][CH:32]=2)[C:9]2[N:14]=[CH:13][C:12]([C:15]3[C:16]4[CH2:29][CH2:28][NH:27][C:17]=4[N:18]=[C:19]([N:21]4[CH2:26][CH2:25][O:24][CH2:23][CH2:22]4)[N:20]=3)=[CH:11][N:10]=2)=[CH:5][CH:4]=1.[C:41]([O:45][C:46]([N:48]1[CH2:53][CH2:52][N:51]([C:54](=[O:63])[CH2:55][C:56]2[CH:61]=[CH:60][C:59](Br)=[CH:58][CH:57]=2)[CH2:50][CH2:49]1)=[O:47])([CH3:44])([CH3:43])[CH3:42], predict the reaction product. The product is: [C:41]([O:45][C:46]([N:48]1[CH2:53][CH2:52][N:51]([C:54](=[O:63])[CH2:55][C:56]2[CH:57]=[CH:58][C:59]([N:27]3[C:17]4[N:18]=[C:19]([N:21]5[CH2:26][CH2:25][O:24][CH2:23][CH2:22]5)[N:20]=[C:15]([C:12]5[CH:11]=[N:10][C:9]([N:8]([CH2:7][C:6]6[CH:5]=[CH:4][C:3]([O:2][CH3:1])=[CH:40][CH:39]=6)[CH2:30][C:31]6[CH:32]=[CH:33][C:34]([O:37][CH3:38])=[CH:35][CH:36]=6)=[N:14][CH:13]=5)[C:16]=4[CH2:29][CH2:28]3)=[CH:60][CH:61]=2)[CH2:50][CH2:49]1)=[O:47])([CH3:44])([CH3:42])[CH3:43]. (7) Given the reactants Cl[S:2]([C:5]1[CH:6]=[C:7]([CH:11]=[CH:12][C:13]=1[CH:14]([CH3:16])[CH3:15])[C:8]([OH:10])=[O:9])(=[O:4])=[O:3].[CH:17](C1C=CC(C(O)=O)=CC=1)(C)C.C([O-])(O)=O.[Na+].[O-]S([O-])=O.[Na+].[Na+].BrCC(O)=O.[OH-].[Na+], predict the reaction product. The product is: [CH3:17][S:2]([C:5]1[CH:6]=[C:7]([CH:11]=[CH:12][C:13]=1[CH:14]([CH3:16])[CH3:15])[C:8]([OH:10])=[O:9])(=[O:4])=[O:3]. (8) Given the reactants [NH2:1][CH2:2][CH2:3][C:4]1[CH:35]=[CH:34][C:7]([O:8][CH2:9][CH2:10][C:11]2[CH:16]=[CH:15][C:14]([OH:17])=[C:13]([C@@H:18]([C:28]3[CH:33]=[CH:32][CH:31]=[CH:30][CH:29]=3)[CH2:19][CH2:20][N:21]([CH:25]([CH3:27])[CH3:26])[CH:22]([CH3:24])[CH3:23])[CH:12]=2)=[CH:6][CH:5]=1.[F:36][C:37]1[CH:45]=[C:44]([OH:46])[CH:43]=[CH:42][C:38]=1[C:39](O)=[O:40], predict the reaction product. The product is: [CH:22]([N:21]([CH:25]([CH3:26])[CH3:27])[CH2:20][CH2:19][C@@H:18]([C:13]1[CH:12]=[C:11]([CH2:10][CH2:9][O:8][C:7]2[CH:6]=[CH:5][C:4]([CH2:3][CH2:2][NH:1][C:39](=[O:40])[C:38]3[CH:42]=[CH:43][C:44]([OH:46])=[CH:45][C:37]=3[F:36])=[CH:35][CH:34]=2)[CH:16]=[CH:15][C:14]=1[OH:17])[C:28]1[CH:29]=[CH:30][CH:31]=[CH:32][CH:33]=1)([CH3:24])[CH3:23]. (9) Given the reactants [C:1]([Si:5]([CH3:22])([CH3:21])[O:6][C@H:7]1[CH2:12][C@H:11]([OH:13])[CH2:10][C@@H:9]([O:14][C:15](=[O:20])[C:16]([CH3:19])([CH3:18])[CH3:17])[CH2:8]1)([CH3:4])([CH3:3])[CH3:2].[K+].[Br-].C([O-])(O)=O.[Na+].[O-]Cl.[Na+], predict the reaction product. The product is: [C:1]([Si:5]([CH3:22])([CH3:21])[O:6][C@@H:7]1[CH2:12][C:11](=[O:13])[CH2:10][C@@H:9]([O:14][C:15](=[O:20])[C:16]([CH3:19])([CH3:18])[CH3:17])[CH2:8]1)([CH3:4])([CH3:3])[CH3:2].